This data is from Forward reaction prediction with 1.9M reactions from USPTO patents (1976-2016). The task is: Predict the product of the given reaction. (1) Given the reactants [OH:1][C:2]1([CH2:15][CH2:16][CH:17]([CH3:19])[CH3:18])[C:11]2[C:6](=[CH:7][CH:8]=[CH:9][CH:10]=2)[C:5]([O:12][CH3:13])=[CH:4][C:3]1=[O:14].[H-].[Na+].[CH2:22](Br)[C:23]1[CH:28]=[CH:27][CH:26]=[CH:25][CH:24]=1, predict the reaction product. The product is: [CH2:22]([O:1][C:2]1([CH2:15][CH2:16][CH:17]([CH3:19])[CH3:18])[C:11]2[C:6](=[CH:7][CH:8]=[CH:9][CH:10]=2)[C:5]([O:12][CH3:13])=[CH:4][C:3]1=[O:14])[C:23]1[CH:28]=[CH:27][CH:26]=[CH:25][CH:24]=1. (2) Given the reactants [CH3:1][N:2]([CH3:20])[C:3]1[CH:12]=[C:11]2[C:6]([C:7]([CH2:14][C:15]([O:17]CC)=[O:16])=[CH:8][C:9](=[O:13])[O:10]2)=[CH:5][CH:4]=1.C1COCC1.CO, predict the reaction product. The product is: [CH3:20][N:2]([CH3:1])[C:3]1[CH:12]=[C:11]2[C:6]([C:7]([CH2:14][C:15]([OH:17])=[O:16])=[CH:8][C:9](=[O:13])[O:10]2)=[CH:5][CH:4]=1. (3) The product is: [Cl:1][C:2]1[CH:7]=[CH:6][C:5]([C:15]2[CH:16]=[C:17]3[C:12](=[CH:13][CH:14]=2)[NH:11][C:10](=[O:9])[CH2:19][CH2:18]3)=[CH:4][CH:3]=1. Given the reactants [Cl:1][C:2]1[CH:7]=[CH:6][C:5](I)=[CH:4][CH:3]=1.[O:9]=[C:10]1[CH2:19][CH2:18][C:17]2[C:12](=[CH:13][CH:14]=[C:15](B(O)O)[CH:16]=2)[NH:11]1.C(=O)([O-])[O-].[Na+].[Na+], predict the reaction product. (4) Given the reactants [OH:1][C:2]([CH3:12])([CH3:11])[CH2:3][C:4]1[CH:9]=[CH:8][C:7]([OH:10])=[CH:6][CH:5]=1.[CH2:13]([O:15][C:16](=[O:20])[C:17]#[C:18][CH3:19])[CH3:14].C(=O)([O-])[O-].[K+].[K+], predict the reaction product. The product is: [CH2:13]([O:15][C:16](=[O:20])/[CH:17]=[C:18](/[O:10][C:7]1[CH:8]=[CH:9][C:4]([CH2:3][C:2]([OH:1])([CH3:12])[CH3:11])=[CH:5][CH:6]=1)\[CH3:19])[CH3:14].